Dataset: Catalyst prediction with 721,799 reactions and 888 catalyst types from USPTO. Task: Predict which catalyst facilitates the given reaction. (1) Reactant: [CH3:1][O:2][C:3]([C:5]1[CH:9]=[C:8]([O:10][CH3:11])[N:7]([C:12]2[CH:17]=[CH:16][CH:15]=[CH:14][C:13]=2[F:18])[N:6]=1)=[O:4].[F:19][B-](F)(F)F.F[B-](F)(F)F.Cl[N+]12CC[N+](F)(CC1)CC2C.C(OCC)C.Cl. Product: [CH3:1][O:2][C:3]([C:5]1[C:9]([F:19])=[C:8]([O:10][CH3:11])[N:7]([C:12]2[CH:17]=[CH:16][CH:15]=[CH:14][C:13]=2[F:18])[N:6]=1)=[O:4]. The catalyst class is: 47. (2) Reactant: [Cl:1][C:2]1[CH:10]=[C:9]2[C:5]([C:6]([C:11]3[N:12]=[C:13]4[C:19]([C:20]([NH:22][CH:23]([CH3:25])[CH3:24])=[O:21])=[CH:18][N:17]([CH2:26][O:27][CH2:28][CH2:29][Si:30]([CH3:33])([CH3:32])[CH3:31])[C:14]4=[N:15][CH:16]=3)=[N:7][NH:8]2)=[CH:4][CH:3]=1.[H-].[Na+].Br[CH2:37][C:38]1[CH:42]=[C:41]([CH3:43])[O:40][N:39]=1. Product: [Cl:1][C:2]1[CH:10]=[C:9]2[C:5]([C:6]([C:11]3[N:12]=[C:13]4[C:19]([C:20]([NH:22][CH:23]([CH3:25])[CH3:24])=[O:21])=[CH:18][N:17]([CH2:26][O:27][CH2:28][CH2:29][Si:30]([CH3:31])([CH3:33])[CH3:32])[C:14]4=[N:15][CH:16]=3)=[N:7][N:8]2[CH2:37][C:38]2[CH:42]=[C:41]([CH3:43])[O:40][N:39]=2)=[CH:4][CH:3]=1. The catalyst class is: 18. (3) Reactant: CON(C)[C:4](=[O:18])[C@@H:5]([NH:7][C:8](=[O:17])[O:9][CH2:10][C:11]1[CH:16]=[CH:15][CH:14]=[CH:13][CH:12]=1)[CH3:6].[CH3:20][Mg]Br.C1COCC1.C1(C)C=CC=CC=1.O. Product: [CH2:10]([O:9][C:8](=[O:17])[NH:7][C@H:5]([C:4](=[O:18])[CH3:20])[CH3:6])[C:11]1[CH:12]=[CH:13][CH:14]=[CH:15][CH:16]=1. The catalyst class is: 1.